This data is from Forward reaction prediction with 1.9M reactions from USPTO patents (1976-2016). The task is: Predict the product of the given reaction. (1) Given the reactants [F:1][C:2]1[CH:7]=[CH:6][C:5]([N:8]2[C:16]3[CH2:15][CH2:14][CH2:13][NH:12][C:11]=3[CH:10]=[N:9]2)=[CH:4][CH:3]=1.[I:17][C:18]1[CH:19]=[N:20][N:21]([CH2:23][C:24](O)=[O:25])[CH:22]=1.CCN(CC)CC.CN(C(ON1N=NC2C=CC=NC1=2)=[N+](C)C)C.F[P-](F)(F)(F)(F)F, predict the reaction product. The product is: [F:1][C:2]1[CH:3]=[CH:4][C:5]([N:8]2[C:16]3[CH2:15][CH2:14][CH2:13][N:12]([C:24](=[O:25])[CH2:23][N:21]4[CH:22]=[C:18]([I:17])[CH:19]=[N:20]4)[C:11]=3[CH:10]=[N:9]2)=[CH:6][CH:7]=1. (2) Given the reactants [S:1]1[CH:5]=[CH:4][N:3]=[C:2]1[CH2:6][N:7]1[C:15]2[C:10](=[CH:11][C:12]([NH:16][C:17]3[C:26]4[C:21](=[CH:22][CH:23]=[CH:24][C:25]=4[O:27][C@H:28]([CH3:33])[C:29]([O:31]C)=O)[N:20]=[CH:19][N:18]=3)=[CH:13][CH:14]=2)[CH:9]=[N:8]1.[NH3:34], predict the reaction product. The product is: [S:1]1[CH:5]=[CH:4][N:3]=[C:2]1[CH2:6][N:7]1[C:15]2[C:10](=[CH:11][C:12]([NH:16][C:17]3[C:26]4[C:21](=[CH:22][CH:23]=[CH:24][C:25]=4[O:27][C@H:28]([CH3:33])[C:29]([NH2:34])=[O:31])[N:20]=[CH:19][N:18]=3)=[CH:13][CH:14]=2)[CH:9]=[N:8]1. (3) Given the reactants C([O:8][C:9]1[CH:14]=[CH:13][C:12]([C:15]2[CH:23]=[C:22]3[C:18]([C:19]([C:36]4[CH:45]=[CH:44][C:43]5[C:38](=[CH:39][CH:40]=[CH:41][CH:42]=5)[CH:37]=4)=[N:20][N:21]3S(C3C(C)=CC(C)=CC=3C)(=O)=O)=[CH:17][CH:16]=2)=[CH:11][C:10]=1[O:46][CH3:47])C1C=CC=CC=1.C(OC1C=CC(C2C=C3C(C(C4C=CC5C(=CC=CC=5)C=4)=NN3)=CC=2)=CC=1OC)C1C=CC=CC=1, predict the reaction product. The product is: [CH:37]1[C:38]2[C:43](=[CH:42][CH:41]=[CH:40][CH:39]=2)[CH:44]=[CH:45][C:36]=1[C:19]1[C:18]2[C:22](=[CH:23][C:15]([C:12]3[CH:13]=[CH:14][C:9]([OH:8])=[C:10]([O:46][CH3:47])[CH:11]=3)=[CH:16][CH:17]=2)[NH:21][N:20]=1.